Binary Classification. Given a drug SMILES string, predict its activity (active/inactive) in a high-throughput screening assay against a specified biological target. From a dataset of Cav3 T-type calcium channel HTS with 100,875 compounds. (1) The result is 0 (inactive). The compound is O=C(NCc1occc1)CN1C2CCC1CC(NC(=O)Nc1ccccc1)C2. (2) The molecule is O1C(OCCCCO)CC(c2ccc(cc2)C#C)C=C1C(OCC=C)=O. The result is 0 (inactive). (3) The compound is O=C1N(C(=C(C(N1)c1ccccc1)C(OC)=O)C)CCc1cc(OC)c(OC)c(OC)c1. The result is 0 (inactive). (4) The molecule is O=C(NCCCCCCCC)C(NC(=O)C)CCC(OCc1ccccc1)=O. The result is 0 (inactive). (5) The drug is O(c1c2c(n(c(=O)c1)C)cccc2)CC(=O)N(c1c(ccc(c1)C)C)C. The result is 0 (inactive). (6) The drug is Brc1c(OCC)ccc(c1)C(=O)Nc1cccnc1. The result is 0 (inactive). (7) The drug is Clc1c(Cc2oc(nn2)C(=O)NCc2ccncc2)c(F)ccc1. The result is 0 (inactive). (8) The compound is O=C(Nc1n(C2CCCCC2)c2nc3c(nc2c1C#N)cccc3)CC. The result is 0 (inactive). (9) The molecule is s1c(C2OC(=O)C3(CCCCC3)C(=O)C2(C)C)ccc1. The result is 0 (inactive).